Dataset: Catalyst prediction with 721,799 reactions and 888 catalyst types from USPTO. Task: Predict which catalyst facilitates the given reaction. (1) Reactant: O=P12OP3(OP(OP(O3)(O1)=O)(=O)O2)=O.[CH3:15][O:16][C:17](=[O:26])[C:18]([NH:20][CH2:21][C:22]([O:24][CH3:25])=O)=[O:19]. Product: [CH3:25][O:24][C:22]1[O:19][C:18]([C:17]([O:16][CH3:15])=[O:26])=[N:20][CH:21]=1. The catalyst class is: 10. (2) Reactant: [C:1]([O:5][C:6]([N:8]1[CH2:12][CH2:11][CH2:10][CH:9]1[C:13]1[O:17][N:16]=[C:15]([N:18]2[CH2:23][CH2:22][CH:21]([C@H:24]([CH3:28])[CH2:25][CH2:26][OH:27])[CH2:20][CH2:19]2)[N:14]=1)=[O:7])([CH3:4])([CH3:3])[CH3:2].C1C=CC(P(C2C=CC=CC=2)C2C=CC=CC=2)=CC=1.[CH3:48][S:49]([C:52]1[CH:57]=[CH:56][C:55](O)=[CH:54][CH:53]=1)(=[O:51])=[O:50].CC(OC(/N=N/C(OC(C)C)=O)=O)C. Product: [C:1]([O:5][C:6]([N:8]1[CH2:12][CH2:11][CH2:10][CH:9]1[C:13]1[O:17][N:16]=[C:15]([N:18]2[CH2:19][CH2:20][CH:21]([C@H:24]([CH3:28])[CH2:25][CH2:26][O:27][C:55]3[CH:56]=[CH:57][C:52]([S:49]([CH3:48])(=[O:51])=[O:50])=[CH:53][CH:54]=3)[CH2:22][CH2:23]2)[N:14]=1)=[O:7])([CH3:4])([CH3:3])[CH3:2]. The catalyst class is: 1. (3) Reactant: [Br:1][C:2]1[CH:3]=[C:4]([C:9]2[CH:14]=[C:13]([Cl:15])[N:12]=[CH:11][C:10]=2[NH2:16])[C:5](F)=[N:6][CH:7]=1.[Na].C[Si]([NH-])(C)C. Product: [Br:1][C:2]1[CH:7]=[N:6][C:5]2[NH:16][C:10]3[CH:11]=[N:12][C:13]([Cl:15])=[CH:14][C:9]=3[C:4]=2[CH:3]=1. The catalyst class is: 1. (4) Reactant: [CH3:1][C:2]1[S:3][CH:4]=[C:5]([C:7]([OH:9])=O)[N:6]=1.[NH2:10][C:11]1[CH:12]=[C:13]([CH:30]=[CH:31][C:32]=1[CH3:33])[O:14][C:15]1[CH:16]=[CH:17][C:18]2[N:19]([CH:21]=[C:22]([NH:24][C:25]([CH:27]3[CH2:29][CH2:28]3)=[O:26])[N:23]=2)[N:20]=1.ON1C2C=CC=CC=2N=N1.Cl.C(N=C=NCCCN(C)C)C.C(N(CC)CC)C. Product: [CH:27]1([C:25]([NH:24][C:22]2[N:23]=[C:18]3[CH:17]=[CH:16][C:15]([O:14][C:13]4[CH:30]=[CH:31][C:32]([CH3:33])=[C:11]([NH:10][C:7]([C:5]5[N:6]=[C:2]([CH3:1])[S:3][CH:4]=5)=[O:9])[CH:12]=4)=[N:20][N:19]3[CH:21]=2)=[O:26])[CH2:28][CH2:29]1. The catalyst class is: 9. (5) Reactant: [CH2:1]([O:3][C:4](=[O:21])[CH2:5][CH2:6][NH:7][CH2:8][CH:9]([C:15]1[CH:20]=[CH:19][CH:18]=[CH:17][CH:16]=1)[C:10]([O:12][CH2:13][CH3:14])=[O:11])[CH3:2].C(=O)([O-])[O-].[Na+].[Na+].[CH2:28](Br)[C:29]1[CH:34]=[CH:33][CH:32]=[CH:31][CH:30]=1.O. Product: [CH2:28]([N:7]([CH2:6][CH2:5][C:4]([O:3][CH2:1][CH3:2])=[O:21])[CH2:8][CH:9]([C:15]1[CH:16]=[CH:17][CH:18]=[CH:19][CH:20]=1)[C:10]([O:12][CH2:13][CH3:14])=[O:11])[C:29]1[CH:34]=[CH:33][CH:32]=[CH:31][CH:30]=1. The catalyst class is: 10. (6) Product: [CH3:1][O:2][C:3]1[C:4]([O:11][CH2:12][CH2:13][O:14][CH3:15])=[CH:5][C:6]([CH:7]=[O:8])=[C:9]([N+:16]([O-:18])=[O:17])[CH:10]=1. The catalyst class is: 86. Reactant: [CH3:1][O:2][C:3]1[CH:10]=[CH:9][C:6]([CH:7]=[O:8])=[CH:5][C:4]=1[O:11][CH2:12][CH2:13][O:14][CH3:15].[N+:16]([O-])([OH:18])=[O:17].[N+]([O-])([O-])=O.[K+].OS(O)(=O)=O. (7) Reactant: [Cl:1][C:2]1[CH:10]=[CH:9][C:8]([C:11]#[C:12][CH:13]2[CH2:15][CH2:14]2)=[CH:7][C:3]=1[C:4]([OH:6])=[O:5]. Product: [Cl:1][C:2]1[CH:10]=[CH:9][C:8]([CH2:11][CH2:12][CH:13]2[CH2:15][CH2:14]2)=[CH:7][C:3]=1[C:4]([OH:6])=[O:5]. The catalyst class is: 78.